Task: Predict the product of the given reaction.. Dataset: Forward reaction prediction with 1.9M reactions from USPTO patents (1976-2016) (1) Given the reactants [Cl:1][C:2]1[C:3]2[N:4]([C:15](=[O:18])[NH:16][N:17]=2)[N:5]=[CH:6][C:7]=1[C:8]1[CH:13]=[CH:12][C:11]([Cl:14])=[CH:10][CH:9]=1.C([O-])([O-])=O.[K+].[K+].Br[CH2:26][C:27]1[CH:32]=[CH:31][C:30]([C:33]2[O:37][N:36]=[CH:35][CH:34]=2)=[CH:29][CH:28]=1, predict the reaction product. The product is: [O:37]1[C:33]([C:30]2[CH:31]=[CH:32][C:27]([CH2:26][N:16]3[C:15](=[O:18])[N:4]4[N:5]=[CH:6][C:7]([C:8]5[CH:13]=[CH:12][C:11]([Cl:14])=[CH:10][CH:9]=5)=[C:2]([Cl:1])[C:3]4=[N:17]3)=[CH:28][CH:29]=2)=[CH:34][CH:35]=[N:36]1. (2) Given the reactants Cl.C(OC([N:9]1[CH2:14][CH2:13][C@@H:12]([CH2:15][CH2:16][C:17]([C:19]2[C:28]3[C:23](=[CH:24][CH:25]=[C:26]([O:29][CH3:30])[CH:27]=3)[N:22]=[CH:21][C:20]=2[F:31])=[O:18])[C@@H:11]([C:32]([O:34][CH3:35])=[O:33])[CH2:10]1)=O)(C)(C)C.[OH-].[Na+], predict the reaction product. The product is: [F:31][C:20]1[CH:21]=[N:22][C:23]2[C:28]([C:19]=1[C:17](=[O:18])[CH2:16][CH2:15][C@@H:12]1[CH2:13][CH2:14][NH:9][CH2:10][C@@H:11]1[C:32]([O:34][CH3:35])=[O:33])=[CH:27][C:26]([O:29][CH3:30])=[CH:25][CH:24]=2. (3) The product is: [Br:1][C:2]1[CH:3]=[C:4]2[C:9]([NH:15][CH:16]3[CH2:21][CH2:20][N:19]([C:22]([O:24][C:25]([CH3:28])([CH3:27])[CH3:26])=[O:23])[CH2:18][C:17]3([CH3:30])[CH3:29])=[C:8]([C:11](=[O:12])[NH2:13])[CH:7]=[N:6][N:5]2[CH:14]=1. Given the reactants [Br:1][C:2]1[CH:3]=[C:4]2[C:9](Cl)=[C:8]([C:11]([NH2:13])=[O:12])[CH:7]=[N:6][N:5]2[CH:14]=1.[NH2:15][CH:16]1[CH2:21][CH2:20][N:19]([C:22]([O:24][C:25]([CH3:28])([CH3:27])[CH3:26])=[O:23])[CH2:18][C:17]1([CH3:30])[CH3:29].C(N(CC)C(C)C)(C)C.CN(C)C=O, predict the reaction product. (4) Given the reactants [CH3:1][S:2]([CH2:5][CH:6]([OH:9])[CH2:7][OH:8])(=[O:4])=[O:3].[S:10](Cl)(Cl)=[O:11], predict the reaction product. The product is: [CH3:1][S:2]([CH2:5][CH:6]1[CH2:7][O:8][S:10](=[O:11])[O:9]1)(=[O:4])=[O:3]. (5) The product is: [CH:9]1([NH:8][C:6]2[C:5]([N+:14]([O-:16])=[O:15])=[CH:4][N:3]=[C:2]([NH:17][C@H:18]3[CH2:23][CH2:22][C@H:21]([OH:24])[CH2:20][CH2:19]3)[N:7]=2)[CH2:13][CH2:12][CH2:11][CH2:10]1. Given the reactants Cl[C:2]1[N:7]=[C:6]([NH:8][CH:9]2[CH2:13][CH2:12][CH2:11][CH2:10]2)[C:5]([N+:14]([O-:16])=[O:15])=[CH:4][N:3]=1.[NH2:17][C@H:18]1[CH2:23][CH2:22][C@H:21]([OH:24])[CH2:20][CH2:19]1.C(N(CC)C(C)C)(C)C, predict the reaction product. (6) Given the reactants [Cl:1][C:2]1[C:7](I)=[C:6]([CH2:9][CH3:10])[N:5]=[CH:4][N:3]=1.[CH2:11]([NH2:13])C.C([N:16]([CH2:19][CH3:20])[CH2:17][CH3:18])C.[CH2:21]1[CH2:25]O[CH2:23][CH2:22]1, predict the reaction product. The product is: [Cl:1][C:2]1[C:7]([C:23]#[C:22][C:21]2[CH:25]=[CH:20][C:19]([NH:16][CH2:17][CH3:18])=[N:13][CH:11]=2)=[C:6]([CH2:9][CH3:10])[N:5]=[CH:4][N:3]=1.